From a dataset of Full USPTO retrosynthesis dataset with 1.9M reactions from patents (1976-2016). Predict the reactants needed to synthesize the given product. (1) Given the product [C:1]1([C:7]2[CH:12]=[CH:11][C:10]([C:13]3[O:14][CH2:15][C:16]([CH3:19])([CH3:18])[N:17]=3)=[C:9]([CH2:22][CH2:23][CH3:24])[CH:8]=2)[CH:6]=[CH:5][CH:4]=[CH:3][CH:2]=1, predict the reactants needed to synthesize it. The reactants are: [C:1]1([C:7]2[CH:12]=[CH:11][C:10]([C:13]3[O:14][CH2:15][C:16]([CH3:19])([CH3:18])[N:17]=3)=[C:9](OC)[CH:8]=2)[CH:6]=[CH:5][CH:4]=[CH:3][CH:2]=1.[CH2:22]([Mg]Br)[CH2:23][CH3:24].[Cl-].[NH4+]. (2) Given the product [CH2:1]([C:8]1[C:13]2[C:14]([C:17]3[CH:22]=[CH:21][CH:20]=[CH:19][CH:18]=3)=[N:15][O:16][C:12]=2[C:11]([OH:23])=[C:10]([C:24]([NH:29][CH2:30][C:31]([OH:33])=[O:32])=[O:25])[N:9]=1)[C:2]1[CH:3]=[CH:4][CH:5]=[CH:6][CH:7]=1, predict the reactants needed to synthesize it. The reactants are: [CH2:1]([C:8]1[C:13]2[C:14]([C:17]3[CH:22]=[CH:21][CH:20]=[CH:19][CH:18]=3)=[N:15][O:16][C:12]=2[C:11]([OH:23])=[C:10]([C:24](OCC)=[O:25])[N:9]=1)[C:2]1[CH:7]=[CH:6][CH:5]=[CH:4][CH:3]=1.[NH2:29][CH2:30][C:31]([OH:33])=[O:32].[O-]CC.[Na+].Cl. (3) Given the product [CH2:1]([NH:3][C:4]([NH:6][C:7]1[S:8][C:9]2[C:15]([S:16]([C:17]3[CH:22]=[CH:21][CH:20]=[CH:19][CH:18]=3)=[O:31])=[CH:14][CH:13]=[CH:12][C:10]=2[N:11]=1)=[O:5])[CH3:2], predict the reactants needed to synthesize it. The reactants are: [CH2:1]([NH:3][C:4]([NH:6][C:7]1[S:8][C:9]2[C:15]([S:16][C:17]3[CH:22]=[CH:21][CH:20]=[CH:19][CH:18]=3)=[CH:14][CH:13]=[CH:12][C:10]=2[N:11]=1)=[O:5])[CH3:2].C1C=C(Cl)C=C(C(OO)=[O:31])C=1. (4) Given the product [Br:1][C:2]1[CH:9]=[C:6]2[C:5](=[CH:4][CH:3]=1)[NH:13][N:12]=[CH:7]2, predict the reactants needed to synthesize it. The reactants are: [Br:1][C:2]1[CH:3]=[CH:4][C:5](F)=[C:6]([CH:9]=1)[CH:7]=O.O.[NH2:12][NH2:13].O.C(OCC)(=O)C. (5) Given the product [Cl:1][C:2]1[CH:7]=[CH:6][C:5]([S:8][C:9]2[C:10]([C:14]3[CH:19]=[CH:18][C:17]([S:20]([CH3:23])(=[O:22])=[O:21])=[CH:16][CH:15]=3)=[N:11][N:12]([CH2:35][CH3:36])[CH:13]=2)=[CH:4][CH:3]=1, predict the reactants needed to synthesize it. The reactants are: [Cl:1][C:2]1[CH:7]=[CH:6][C:5]([S:8][C:9]2[C:10]([C:14]3[CH:19]=[CH:18][C:17]([S:20]([CH3:23])(=[O:22])=[O:21])=[CH:16][CH:15]=3)=[N:11][NH:12][CH:13]=2)=[CH:4][CH:3]=1.C[Si](C)(C)[N-][Si](C)(C)C.[Na+].I[CH2:35][CH3:36]. (6) Given the product [C:35]([O:34][C:32]([N:29]1[CH2:28][CH2:27][CH:26]([N:24]2[CH:25]=[C:21]([C:9]3[CH:8]=[N:7][C:6]([NH2:11])=[C:5]4[O:12][C:2]([Cl:1])=[CH:3][C:4]=34)[CH:22]=[N:23]2)[CH2:31][CH2:30]1)=[O:33])([CH3:38])([CH3:36])[CH3:37], predict the reactants needed to synthesize it. The reactants are: [Cl:1][C:2]1[O:12][C:5]2=[C:6]([NH2:11])[N:7]=[CH:8][C:9](I)=[C:4]2[CH:3]=1.CC1(C)C(C)(C)OB([C:21]2[CH:22]=[N:23][N:24]([CH:26]3[CH2:31][CH2:30][N:29]([C:32]([O:34][C:35]([CH3:38])([CH3:37])[CH3:36])=[O:33])[CH2:28][CH2:27]3)[CH:25]=2)O1. (7) Given the product [CH:10]([C:8]1[CH:7]=[CH:6][CH:5]=[C:4]2[C:9]=1[NH:1][CH:2]=[CH:3]2)=[CH2:12], predict the reactants needed to synthesize it. The reactants are: [NH:1]1[C:9]2[C:4](=[CH:5][CH:6]=[CH:7][C:8]=2[CH:10]=O)[CH:3]=[CH:2]1.[CH3:12]C(C)([O-])C.[K+]. (8) The reactants are: P(Cl)(Cl)([Cl:3])=O.[Br:6][C:7]1[CH:16]=[C:15]2[C:10]([CH:11]=[CH:12][N:13]=[C:14]2O)=[CH:9][CH:8]=1.N. Given the product [Br:6][C:7]1[CH:16]=[C:15]2[C:10]([CH:11]=[CH:12][N:13]=[C:14]2[Cl:3])=[CH:9][CH:8]=1, predict the reactants needed to synthesize it. (9) Given the product [F:22][C:15]1[C:14]2[CH2:13][CH2:12][N:5]([C:6](=[O:11])[C:7]([F:10])([F:9])[F:8])[CH:4]=[CH:3][C:19]=2[C:18]([O:20][CH3:21])=[CH:17][CH:16]=1, predict the reactants needed to synthesize it. The reactants are: CO[CH:3](OC)[CH2:4][N:5]([CH2:12][CH2:13][C:14]1[CH:19]=[C:18]([O:20][CH3:21])[CH:17]=[CH:16][C:15]=1[F:22])[C:6](=[O:11])[C:7]([F:10])([F:9])[F:8].O=P12OP3(OP(OP(O3)(O1)=O)(=O)O2)=O.O. (10) Given the product [CH3:25][N:14]([C:15]1[CH:20]=[N:19][C:18]([C:21]([F:24])([F:22])[F:23])=[CH:17][N:16]=1)[C@H:10]1[CH2:11][CH2:12][CH2:13][C@@H:9]1[NH2:8], predict the reactants needed to synthesize it. The reactants are: C([N:8](CC1C=CC=CC=1)[C@H:9]1[CH2:13][CH2:12][CH2:11][C@@H:10]1[N:14]([CH3:25])[C:15]1[CH:20]=[N:19][C:18]([C:21]([F:24])([F:23])[F:22])=[CH:17][N:16]=1)C1C=CC=CC=1.[H][H].